The task is: Predict the reaction yield, written as a fraction of the theoretical maximum amount of product (1.0 means a 100% yield; for example, 0.34 means a 34% yield).. This data is from Reaction yield outcomes from USPTO patents with 853,638 reactions. (1) The reactants are Br[C:2]1[CH:3]=[C:4]([CH:9]=[CH:10][C:11]=1[CH2:12][NH:13][CH2:14][CH:15]([OH:21])[C:16]([N:18]([CH3:20])[CH3:19])=[O:17])[C:5]([O:7][CH3:8])=[O:6].C([O-])([O-])=O.[K+].[K+]. The catalyst is C(O)(C)C.[Cu]I. The product is [CH3:19][N:18]([CH3:20])[C:16]([CH:15]1[CH2:14][NH:13][CH2:12][C:11]2[CH:10]=[CH:9][C:4]([C:5]([O:7][CH3:8])=[O:6])=[CH:3][C:2]=2[O:21]1)=[O:17]. The yield is 0.480. (2) The reactants are [CH3:1][C:2]1[C:10]2[C:5](=[CH:6][N:7]=[CH:8][CH:9]=2)[S:4][CH:3]=1.[Li]CCCC.CCCCCC.[CH2:22]([CH:24]([C:27]1[C:28]2[N:29]([C:34](I)=[C:35]([CH3:37])[N:36]=2)[N:30]=[C:31]([CH3:33])[CH:32]=1)[CH2:25][CH3:26])[CH3:23]. The catalyst is C1COCC1.[Cl-].[Cl-].[Zn+2]. The product is [CH2:22]([CH:24]([C:27]1[C:28]2[N:29]([C:34]([C:3]3[S:4][C:5]4=[CH:6][N:7]=[CH:8][CH:9]=[C:10]4[C:2]=3[CH3:1])=[C:35]([CH3:37])[N:36]=2)[N:30]=[C:31]([CH3:33])[CH:32]=1)[CH2:25][CH3:26])[CH3:23]. The yield is 0.450. (3) The reactants are ClC1C([N+]([O-])=O)=C(Cl)C(Cl)=C(Cl)C=1Cl.ClC1C([N+]([O-])=O)=C(F)C(F)=C(F)C=1Cl.ClC1C([N+]([O-])=O)=C(F)C(F)=C(Cl)C=1Cl.Cl[C:44]1[C:49]([N+:50]([O-:52])=[O:51])=[C:48]([F:53])[C:47]([Cl:54])=[C:46]([Cl:55])[C:45]=1Cl. The catalyst is C(#N)C. The product is [Cl:55][C:46]1[CH:45]=[CH:44][C:49]([N+:50]([O-:52])=[O:51])=[C:48]([F:53])[C:47]=1[Cl:54]. The yield is 0.280. (4) The reactants are [CH2:1]([NH:3][C:4]([C:6]1[CH:11]=[CH:10][C:9]([N:12]2[C:16]([CH2:17][CH:18]([CH3:20])[CH3:19])=[C:15]([C:21]([OH:23])=O)[N:14]=[N:13]2)=[CH:8][CH:7]=1)=[O:5])[CH3:2].C1C=C[C:27]2N(O)N=[N:30][C:28]=2[CH:29]=1.C1(N)CC1.CCN=C=NCCCN(C)C. The catalyst is C(#N)C.CN(C=O)C. The product is [CH:28]1([NH:30][C:21]([C:15]2[N:14]=[N:13][N:12]([C:9]3[CH:8]=[CH:7][C:6]([C:4]([NH:3][CH2:1][CH3:2])=[O:5])=[CH:11][CH:10]=3)[C:16]=2[CH2:17][CH:18]([CH3:20])[CH3:19])=[O:23])[CH2:29][CH2:27]1. The yield is 0.983. (5) The reactants are [CH3:1][C:2]1[CH:3]=[N:4][N:5]([CH2:7][C:8]2[CH:22]=[CH:21][C:11]([CH2:12][N:13]3[CH:17]=[C:16]([C:18]([OH:20])=O)[CH:15]=[N:14]3)=[CH:10][CH:9]=2)[CH:6]=1.[CH3:23][C:24]1[N:29]=[C:28]2[NH:30][CH:31]=[CH:32][C:27]2=[CH:26][C:25]=1[CH2:33][NH2:34].CN(C(ON1N=NC2C=CC=NC1=2)=[N+](C)C)C.F[P-](F)(F)(F)(F)F. The catalyst is C(Cl)Cl. The product is [CH3:23][C:24]1[N:29]=[C:28]2[NH:30][CH:31]=[CH:32][C:27]2=[CH:26][C:25]=1[CH2:33][NH:34][C:18]([C:16]1[CH:15]=[N:14][N:13]([CH2:12][C:11]2[CH:10]=[CH:9][C:8]([CH2:7][N:5]3[CH:6]=[C:2]([CH3:1])[CH:3]=[N:4]3)=[CH:22][CH:21]=2)[CH:17]=1)=[O:20]. The yield is 0.370. (6) The reactants are [OH:1][C@@H:2]1[CH2:22][C:21]2[C@:16]([CH3:24])([CH2:17][CH2:18][C:19](=[O:23])[CH:20]=2)[C@@H:15]2[C@@H:3]1[C@H:4]1[C@:12]([CH3:25])([CH2:13][CH2:14]2)[C@@H:7]([C@H:8]([CH3:11])[CH2:9][OH:10])[CH2:6][CH2:5]1.N1C=CN=C1.ClCCl.[C:34]([Si:38]([CH3:41])([CH3:40])Cl)([CH3:37])([CH3:36])[CH3:35]. The catalyst is O. The product is [Si:38]([O:10][CH2:9][C@@H:8]([CH3:11])[C@@H:7]1[C@:12]2([CH3:25])[C@H:4]([C@H:3]3[C@H:15]([CH2:14][CH2:13]2)[C@:16]2([CH3:24])[C:21](=[CH:20][C:19](=[O:23])[CH2:18][CH2:17]2)[CH2:22][C@H:2]3[OH:1])[CH2:5][CH2:6]1)([C:34]([CH3:37])([CH3:36])[CH3:35])([CH3:41])[CH3:40]. The yield is 0.660. (7) The reactants are CO.C[O:4][C:5]([C:7]1[C:8]([C:17]2[C:18]([C:27](OC)=[O:28])=[CH:19][C:20]([O:25][CH3:26])=[CH:21][C:22]=2[O:23][CH3:24])=[C:9]([O:15][CH3:16])[CH:10]=[C:11]([O:13][CH3:14])[CH:12]=1)=O.[H-].[H-].[H-].[H-].[Li+].[Al+3]. The catalyst is C1COCC1. The product is [OH:4][CH2:5][C:7]1[C:8]([C:17]2[C:22]([O:23][CH3:24])=[CH:21][C:20]([O:25][CH3:26])=[CH:19][C:18]=2[CH2:27][OH:28])=[C:9]([O:15][CH3:16])[CH:10]=[C:11]([O:13][CH3:14])[CH:12]=1. The yield is 0.770.